From a dataset of Reaction yield outcomes from USPTO patents with 853,638 reactions. Predict the reaction yield, written as a fraction of the theoretical maximum amount of product (1.0 means a 100% yield; for example, 0.34 means a 34% yield). (1) The reactants are [C:1]([NH:11][C:12]1[CH:17]=[CH:16][C:15]([N:18]2[CH2:23][CH2:22][O:21][CH2:20][CH2:19]2)=[C:14]([F:24])[CH:13]=1)([O:3][CH2:4][C:5]1C=CC=CC=1)=[O:2].CC(C)([O-])C.[Li+].ClC[C@@H](O)[CH2:34][N:35]([CH2:43][C:44]1[CH:49]=[CH:48][CH:47]=[CH:46][CH:45]=1)[CH2:36][C:37]1[CH:42]=[CH:41][CH:40]=[CH:39][CH:38]=1.[Cl-].[NH4+]. The catalyst is C(OCC)(=O)C.C(#N)C. The product is [CH2:43]([N:35]([CH2:34][C@@H:4]1[O:3][C:1](=[O:2])[N:11]([C:12]2[CH:17]=[CH:16][C:15]([N:18]3[CH2:19][CH2:20][O:21][CH2:22][CH2:23]3)=[C:14]([F:24])[CH:13]=2)[CH2:5]1)[CH2:36][C:37]1[CH:42]=[CH:41][CH:40]=[CH:39][CH:38]=1)[C:44]1[CH:49]=[CH:48][CH:47]=[CH:46][CH:45]=1. The yield is 0.600. (2) The product is [CH3:9][O:8][C:6](=[O:7])[C:5]1[CH:10]=[CH:11][C:2]([C:34]#[C:33][CH2:32][CH2:31][OH:35])=[CH:3][CH:4]=1. The catalyst is C(NCC)C.[Pd](Cl)Cl.[Cu](I)I. The reactants are Br[C:2]1[CH:11]=[CH:10][C:5]([C:6]([O:8][CH3:9])=[O:7])=[CH:4][CH:3]=1.C1(P(C2C=CC=CC=2)C2C=CC=CC=2)C=CC=CC=1.[CH2:31]([OH:35])[CH2:32][C:33]#[CH:34]. The yield is 0.940. (3) The reactants are [CH3:1][C:2]([CH3:9])([C:6](Cl)=[O:7])[C:3](Cl)=[O:4].CN(C)C(=O)C.Cl.[CH2:17]([O:24][C:25]1[CH:30]=[C:29]([NH:31][CH3:32])[C:28]([NH2:33])=[CH:27][CH:26]=1)[C:18]1[CH:23]=[CH:22][CH:21]=[CH:20][CH:19]=1. The catalyst is O. The product is [CH2:17]([O:24][C:25]1[CH:26]=[CH:27][C:28]2[NH:33][C:6](=[O:7])[C:2]([CH3:9])([CH3:1])[C:3](=[O:4])[N:31]([CH3:32])[C:29]=2[CH:30]=1)[C:18]1[CH:19]=[CH:20][CH:21]=[CH:22][CH:23]=1. The yield is 0.830. (4) The reactants are [CH3:1][CH2:2][C@@H:3]([C:5]([O:7][C@@H:8]1[C@@H:13]2[C@@H:14]([CH2:19][CH2:20][C@@H:21]([OH:29])[CH2:22][C@@H:23]([OH:28])[CH2:24][C:25]([O-:27])=[O:26])[C@@H:15]([CH3:18])[CH:16]=[CH:17][C:12]2=[CH:11][C@@H:10]([OH:30])[CH2:9]1)=[O:6])[CH3:4].[Na+].[OH-].[Na+].C(#N)C. The catalyst is C(O)C.O. The product is [CH3:1][CH2:2][C@@H:3]([C:5]([O:7][C@@H:8]1[C@@H:13]2[C@@H:14]([CH2:19][CH2:20][C@@H:21]([OH:29])[CH2:22][C@@H:23]([OH:28])[CH2:24][C:25]([OH:27])=[O:26])[C@@H:15]([CH3:18])[CH:16]=[CH:17][C:12]2=[CH:11][C@@H:10]([OH:30])[CH2:9]1)=[O:6])[CH3:4]. The yield is 0.920. (5) The reactants are C(OC(=O)[NH:7][C@H:8]1[CH2:11][C@H:10]([N:12]2[C:16]3=[N:17][CH:18]=[CH:19][CH:20]=[C:15]3[N:14]=[C:13]2[O:21]C)[CH2:9]1)(C)(C)C.[ClH:24]. No catalyst specified. The product is [ClH:24].[ClH:24].[NH2:7][C@H:8]1[CH2:11][C@H:10]([N:12]2[C:16]3=[N:17][CH:18]=[CH:19][CH:20]=[C:15]3[NH:14][C:13]2=[O:21])[CH2:9]1. The yield is 0.935. (6) The reactants are [N+:1]([C:4]1[N:9]=[CH:8][C:7]([NH2:10])=[CH:6][CH:5]=1)([O-:3])=[O:2].[H-].[Na+].[Br:13][C:14]1[CH:15]=[CH:16][C:17]([O:24][CH3:25])=[C:18]([S:20](Cl)(=[O:22])=[O:21])[CH:19]=1. The catalyst is CN(C=O)C. The product is [Br:13][C:14]1[CH:15]=[CH:16][C:17]([O:24][CH3:25])=[C:18]([S:20]([NH:10][C:7]2[CH:8]=[N:9][C:4]([N+:1]([O-:3])=[O:2])=[CH:5][CH:6]=2)(=[O:21])=[O:22])[CH:19]=1. The yield is 0.260. (7) The reactants are [Cl:1][C:2]1[CH:7]=[CH:6][CH:5]=[CH:4][C:3]=1[C:8]1[CH:9]=[C:10]2[C:14]3=[C:15]([CH2:17][CH2:18][N:13]3[C@@H:12]3[CH2:19][CH2:20][N:21](C(OC(C)(C)C)=O)[CH2:22][C@H:11]23)[CH:16]=1.[OH-].[Na+]. The catalyst is C(O)(C(F)(F)F)=O.C(Cl)Cl. The product is [Cl:1][C:2]1[CH:7]=[CH:6][CH:5]=[CH:4][C:3]=1[C:8]1[CH:9]=[C:10]2[C:14]3=[C:15]([CH2:17][CH2:18][N:13]3[C@@H:12]3[CH2:19][CH2:20][NH:21][CH2:22][C@H:11]23)[CH:16]=1. The yield is 0.860. (8) The reactants are [CH3:1][C:2]1[CH:7]=[CH:6][C:5]([S:8]([O:11][CH2:12][C@@H:13]2[O:18][C:17]3[C:19](C=O)=[C:20]([NH:23][C:24]([O:26][CH2:27][C:28]4[CH:33]=[CH:32][CH:31]=[CH:30][CH:29]=4)=[O:25])[CH:21]=[CH:22][C:16]=3[O:15][CH2:14]2)(=[O:10])=[O:9])=[CH:4][CH:3]=1.ClC1C=C(C=CC=1)C(OO)=[O:41]. The catalyst is C(Cl)Cl. The product is [CH3:1][C:2]1[CH:3]=[CH:4][C:5]([S:8]([O:11][CH2:12][CH:13]2[O:18][C:17]3[C:19]([OH:41])=[C:20]([NH:23][C:24]([O:26][CH2:27][C:28]4[CH:33]=[CH:32][CH:31]=[CH:30][CH:29]=4)=[O:25])[CH:21]=[CH:22][C:16]=3[O:15][CH2:14]2)(=[O:9])=[O:10])=[CH:6][CH:7]=1. The yield is 0.400.